From a dataset of M1 muscarinic receptor antagonist screen with 61,756 compounds. Binary Classification. Given a drug SMILES string, predict its activity (active/inactive) in a high-throughput screening assay against a specified biological target. (1) The compound is S(c1n(Cc2ccccc2)c(nn1)c1occc1)CC(=O)NC(=O)NCc1ccccc1. The result is 0 (inactive). (2) The molecule is O=C1N(CCC1)CCCNC(=O)c1c(onc1C)C. The result is 0 (inactive). (3) The drug is Clc1c(OCC(=O)NCCCn2ccnc2)ccc(Cl)c1. The result is 0 (inactive). (4) The drug is s1c(CN\C=C2\C(=O)N(CC)C(=O)NC2=O)ccc1. The result is 0 (inactive). (5) The drug is s1c(cc(C(=O)NCc2sccc2)c1)C. The result is 0 (inactive). (6) The compound is O1CCN(C(c2cc3c([nH]c2=O)ccc(OCC)c3)c2n(nnn2)CCOC)CC1. The result is 0 (inactive).